This data is from Reaction yield outcomes from USPTO patents with 853,638 reactions. The task is: Predict the reaction yield, written as a fraction of the theoretical maximum amount of product (1.0 means a 100% yield; for example, 0.34 means a 34% yield). (1) The reactants are CC([O-])(C)C.[K+].[CH2:7]([N:9]1[C:17]2[C:12](=[CH:13][CH:14]=[CH:15][CH:16]=2)[CH:11]=[CH:10]1)[CH3:8].[SiH:18]([CH2:23][CH3:24])([CH2:21][CH3:22])[CH2:19][CH3:20]. No catalyst specified. The product is [CH2:7]([N:9]1[C:17]2[C:12](=[CH:13][CH:14]=[CH:15][CH:16]=2)[CH:11]=[C:10]1[Si:18]([CH2:23][CH3:24])([CH2:21][CH3:22])[CH2:19][CH3:20])[CH3:8]. The yield is 0.710. (2) The reactants are [C:1]([O:5][C:6]([NH:8][C@@H:9]([CH2:42][C:43]1[CH:48]=[CH:47][CH:46]=[CH:45][CH:44]=1)[CH2:10][C@@H:11]1[O:15][C:14]([CH3:17])([CH3:16])[N:13]([C:18]([O:20][CH2:21][C:22]2[CH:27]=[CH:26][CH:25]=[CH:24][CH:23]=2)=[O:19])[C@H:12]1[CH2:28][C:29]1[CH:34]=[CH:33][C:32](OC(=O)C(F)(F)F)=[CH:31][CH:30]=1)=[O:7])([CH3:4])([CH3:3])[CH3:2].[Li+].[Cl-].C([Sn](CCCC)(CCCC)[C:56]1[CH:61]=[CH:60][N:59]=[CH:58][CH:57]=1)CCC. The catalyst is CN(C=O)C.Cl[Pd](Cl)([P](C1C=CC=CC=1)(C1C=CC=CC=1)C1C=CC=CC=1)[P](C1C=CC=CC=1)(C1C=CC=CC=1)C1C=CC=CC=1. The product is [C:1]([O:5][C:6]([NH:8][C@@H:9]([CH2:42][C:43]1[CH:48]=[CH:47][CH:46]=[CH:45][CH:44]=1)[CH2:10][C@@H:11]1[O:15][C:14]([CH3:16])([CH3:17])[N:13]([C:18]([O:20][CH2:21][C:22]2[CH:23]=[CH:24][CH:25]=[CH:26][CH:27]=2)=[O:19])[C@H:12]1[CH2:28][C:29]1[CH:30]=[CH:31][C:32]([C:56]2[CH:57]=[CH:58][N:59]=[CH:60][CH:61]=2)=[CH:33][CH:34]=1)=[O:7])([CH3:2])([CH3:3])[CH3:4]. The yield is 0.490.